This data is from Full USPTO retrosynthesis dataset with 1.9M reactions from patents (1976-2016). The task is: Predict the reactants needed to synthesize the given product. Given the product [CH3:1][O:2][C:3]1[CH:8]=[CH:7][C:6]([O:9][CH3:10])=[CH:5][C:4]=1[S:11]([N:14]([CH2:30][CH:31]([CH3:33])[CH3:32])[C@@H:15]1[CH2:19][CH2:18][N:17]([C:20]([O:22][C:23]([CH3:26])([CH3:25])[CH3:24])=[O:21])[CH2:16]1)(=[O:12])=[O:13], predict the reactants needed to synthesize it. The reactants are: [CH3:1][O:2][C:3]1[CH:8]=[CH:7][C:6]([O:9][CH3:10])=[CH:5][C:4]=1[S:11]([NH:14][C@@H:15]1[CH2:19][CH2:18][N:17]([C:20]([O:22][C:23]([CH3:26])([CH3:25])[CH3:24])=[O:21])[CH2:16]1)(=[O:13])=[O:12].[H-].[Na+].Br[CH2:30][CH:31]([CH3:33])[CH3:32].